This data is from Full USPTO retrosynthesis dataset with 1.9M reactions from patents (1976-2016). The task is: Predict the reactants needed to synthesize the given product. Given the product [Cl:17][C:13]1[C:12]([CH3:18])=[C:11]([N:7]2[C:8](=[O:10])[CH2:9][N:5]([C:3](=[O:4])[CH2:2][N:20]3[CH:21]=[C:22]4[C:23]([N:24]=[CH:25][CH:26]=[CH:27]4)=[N:19]3)[CH2:6]2)[CH:16]=[CH:15][CH:14]=1, predict the reactants needed to synthesize it. The reactants are: Cl[CH2:2][C:3]([N:5]1[CH2:9][C:8](=[O:10])[N:7]([C:11]2[CH:16]=[CH:15][CH:14]=[C:13]([Cl:17])[C:12]=2[CH3:18])[CH2:6]1)=[O:4].[NH:19]1[C:23]2=[N:24][CH:25]=[CH:26][CH:27]=[C:22]2[CH:21]=[N:20]1.C(=O)([O-])[O-].[Cs+].[Cs+].